Dataset: Full USPTO retrosynthesis dataset with 1.9M reactions from patents (1976-2016). Task: Predict the reactants needed to synthesize the given product. Given the product [N:19]1([S:16]([C:12]2[CH:11]=[C:10]([N:9]3[C:7](=[O:8])[C:3]4[S:4][CH:5]=[CH:6][C:2]=4[NH:1][C:30]3=[O:32])[CH:15]=[CH:14][CH:13]=2)(=[O:18])=[O:17])[C:28]2[C:23](=[CH:24][CH:25]=[CH:26][CH:27]=2)[CH2:22][CH2:21][CH2:20]1, predict the reactants needed to synthesize it. The reactants are: [NH2:1][C:2]1[CH:6]=[CH:5][S:4][C:3]=1[C:7]([NH:9][C:10]1[CH:15]=[CH:14][CH:13]=[C:12]([S:16]([N:19]2[C:28]3[C:23](=[CH:24][CH:25]=[CH:26][CH:27]=3)[CH2:22][CH2:21][CH2:20]2)(=[O:18])=[O:17])[CH:11]=1)=[O:8].Cl[C:30](Cl)([O:32]C(=O)OC(Cl)(Cl)Cl)Cl.C(=O)([O-])O.[Na+].